From a dataset of Forward reaction prediction with 1.9M reactions from USPTO patents (1976-2016). Predict the product of the given reaction. Given the reactants Cl[C:2]1[CH:7]=[CH:6][N:5]=[C:4]([N:8]2[CH2:19][CH2:18][C:17]3[C:16]4[CH2:15][C:14]([CH3:21])([CH3:20])[CH2:13][C:12]=4[S:11][C:10]=3[C:9]2=[O:22])[C:3]=1[CH:23]=[O:24].[CH3:25][N:26]1[CH:31]=[C:30](B2OC(C)(C)C(C)(C)O2)[CH:29]=[C:28]([NH:41][C:42]2[CH:47]=[N:46][CH:45]=[CH:44][N:43]=2)[C:27]1=[O:48].[O-]P([O-])([O-])=O.[K+].[K+].[K+].O.O.O.C([O-])(=O)C.[Na+], predict the reaction product. The product is: [CH3:20][C:14]1([CH3:21])[CH2:13][C:12]2[S:11][C:10]3[C:9](=[O:22])[N:8]([C:4]4[C:3]([CH:23]=[O:24])=[C:2]([C:30]5[CH:29]=[C:28]([NH:41][C:42]6[CH:47]=[N:46][CH:45]=[CH:44][N:43]=6)[C:27](=[O:48])[N:26]([CH3:25])[CH:31]=5)[CH:7]=[CH:6][N:5]=4)[CH2:19][CH2:18][C:17]=3[C:16]=2[CH2:15]1.